Dataset: TCR-epitope binding with 47,182 pairs between 192 epitopes and 23,139 TCRs. Task: Binary Classification. Given a T-cell receptor sequence (or CDR3 region) and an epitope sequence, predict whether binding occurs between them. The epitope is ARMILMTHF. The TCR CDR3 sequence is CASSVGLNTEAFF. Result: 0 (the TCR does not bind to the epitope).